Dataset: Forward reaction prediction with 1.9M reactions from USPTO patents (1976-2016). Task: Predict the product of the given reaction. (1) Given the reactants [NH2:1][C:2]1[C:11]([NH2:12])=[CH:10][CH:9]=[CH:8][C:3]=1[C:4]([O:6][CH3:7])=[O:5].[CH3:13][O:14][CH2:15][CH2:16][CH2:17][C:18](O)=O, predict the reaction product. The product is: [CH3:13][O:14][CH2:15][CH2:16][CH2:17][C:18]1[NH:1][C:2]2[C:3]([C:4]([O:6][CH3:7])=[O:5])=[CH:8][CH:9]=[CH:10][C:11]=2[N:12]=1. (2) Given the reactants [Cl:1][C:2]1[CH:3]=[C:4]([CH2:9][CH2:10][NH2:11])[CH:5]=[CH:6][C:7]=1[Cl:8].[F:12][C:13]([F:24])([F:23])[C:14](O[C:14](=[O:15])[C:13]([F:24])([F:23])[F:12])=[O:15], predict the reaction product. The product is: [Cl:1][C:2]1[CH:3]=[C:4]([CH:5]=[CH:6][C:7]=1[Cl:8])[CH2:9][CH2:10][NH:11][C:14](=[O:15])[C:13]([F:24])([F:23])[F:12]. (3) Given the reactants [OH:1][C:2]1[CH:38]=[CH:37][C:5]([C:6]([N:8]([CH:34]([CH3:36])[CH3:35])[C:9]2[CH:14]=[C:13]([O:15][CH3:16])[CH:12]=[CH:11][C:10]=2[CH:17]2[CH2:26][CH2:25][C:24]3[CH:23]=[C:22]([O:27]C(=O)C(C)(C)C)[CH:21]=[CH:20][C:19]=3[CH2:18]2)=O)=[CH:4][CH:3]=1.Cl[CH2:40][C:41]([N:43]1[CH2:48][CH2:47][N:46]([CH2:49][CH3:50])[CH2:45][CH2:44]1)=O, predict the reaction product. The product is: [CH2:49]([N:46]1[CH2:47][CH2:48][N:43]([CH2:41][CH2:40][O:1][C:2]2[CH:3]=[CH:4][C:5]([CH2:6][N:8]([CH:34]([CH3:36])[CH3:35])[C:9]3[CH:14]=[C:13]([O:15][CH3:16])[CH:12]=[CH:11][C:10]=3[CH:17]3[CH2:26][CH2:25][C:24]4[CH:23]=[C:22]([OH:27])[CH:21]=[CH:20][C:19]=4[CH2:18]3)=[CH:37][CH:38]=2)[CH2:44][CH2:45]1)[CH3:50]. (4) Given the reactants [CH2:1]([O:3][C:4](=[O:13])[C:5]1[CH:10]=[C:9]([OH:11])[CH:8]=[C:7]([OH:12])[CH:6]=1)[CH3:2].BrC[C:16]1[CH:17]=[C:18]([CH:21]=[CH:22][CH:23]=1)[C:19]#[N:20], predict the reaction product. The product is: [CH2:1]([O:3][C:4](=[O:13])[C:5]1[CH:10]=[C:9]([O:11][C:16]2[CH:23]=[CH:22][CH:21]=[C:18]([C:19]#[N:20])[CH:17]=2)[CH:8]=[C:7]([O:12][C:16]2[CH:23]=[CH:22][CH:21]=[C:18]([C:19]#[N:20])[CH:17]=2)[CH:6]=1)[CH3:2]. (5) Given the reactants [CH3:1][Si:2]([C:5]#[C:6][C@@H:7]1[NH:11][C@H:10]([C:12]([O:14][CH3:15])=[O:13])[CH2:9][CH2:8]1)([CH3:4])[CH3:3].C(N(CC)CC)C.[Cl:23][CH2:24][C:25](Cl)=[O:26], predict the reaction product. The product is: [Cl:23][CH2:24][C:25]([N:11]1[C@@H:7]([C:6]#[C:5][Si:2]([CH3:3])([CH3:4])[CH3:1])[CH2:8][CH2:9][C@H:10]1[C:12]([O:14][CH3:15])=[O:13])=[O:26].